Task: Predict the reaction yield, written as a fraction of the theoretical maximum amount of product (1.0 means a 100% yield; for example, 0.34 means a 34% yield).. Dataset: Reaction yield outcomes from USPTO patents with 853,638 reactions (1) The reactants are C[O:2][C:3](=[O:19])[C:4]([C:6]1[S:10][C:9]([NH:11][C:12]([O:14][C:15]([CH3:18])([CH3:17])[CH3:16])=[O:13])=[N:8][CH:7]=1)=[O:5].[Na]. The catalyst is C(O)C. The product is [C:15]([O:14][C:12]([NH:11][C:9]1[S:10][C:6]([C:4](=[O:5])[C:3]([OH:19])=[O:2])=[CH:7][N:8]=1)=[O:13])([CH3:18])([CH3:16])[CH3:17]. The yield is 0.820. (2) The reactants are C(O[CH:5]1[O:22][C@H:21]([CH2:23][O:24][C:25](=[O:27])[CH3:26])[C@H:16]([O:17][C:18](=[O:20])[CH3:19])[C@H:11]([O:12][C:13](=[O:15])[CH3:14])[C@H:6]1[O:7][C:8](=[O:10])[CH3:9])(=O)C.C[Si]([N:32]=[N+:33]=[N-:34])(C)C.Cl[Sn](Cl)(Cl)Cl. The catalyst is C(Cl)Cl. The product is [C:8]([O:7][C@@H:6]1[C@@H:11]([O:12][C:13](=[O:15])[CH3:14])[C@@H:16]([O:17][C:18](=[O:20])[CH3:19])[C@@H:21]([CH2:23][O:24][C:25](=[O:27])[CH3:26])[O:22][C@H:5]1[N:32]=[N+:33]=[N-:34])(=[O:10])[CH3:9]. The yield is 0.940. (3) The reactants are [C:9](O[C:9]([O:11][C:12]([CH3:15])([CH3:14])[CH3:13])=[O:10])([O:11][C:12]([CH3:15])([CH3:14])[CH3:13])=[O:10].[NH2:16][C:17]1[CH:26]=[CH:25][C:20]([C:21]([O:23][CH3:24])=[O:22])=[CH:19][N:18]=1. The catalyst is CN(C)C1C=CN=CC=1.C(#N)C. The product is [C:12]([O:11][C:9]([NH:16][C:17]1[CH:26]=[CH:25][C:20]([C:21]([O:23][CH3:24])=[O:22])=[CH:19][N:18]=1)=[O:10])([CH3:13])([CH3:14])[CH3:15]. The yield is 0.600. (4) The reactants are [CH3:1][O:2][C:3](=[O:51])[NH:4][C@@H:5]([C:47]([CH3:50])([CH3:49])[CH3:48])[C:6](=[O:46])[NH:7][C@@H:8]([CH2:33][C:34]1[CH:39]=[CH:38][C:37]([C:40]2[CH:45]=[CH:44][CH:43]=[CH:42][N:41]=2)=[CH:36][CH:35]=1)[C@@H:9]([OH:32])[CH2:10][C@H:11]([CH2:25][C:26]1[CH:31]=[CH:30][CH:29]=[CH:28][CH:27]=1)[NH:12][C:13](=[O:24])[C@H:14]([C:20]([CH3:23])([CH3:22])[CH3:21])[NH:15][C:16](=[O:19])[O:17][CH3:18].[CH3:52][S:53][CH3:54].C(OOC(=O)C1C=CC=CC=1)(=O)C1C=CC=CC=1. The catalyst is C(#N)C.C(OCC)(=O)C. The product is [CH2:25]([C@H:11]([NH:12][C:13]([C@@H:14]([NH:15][C:16](=[O:19])[O:17][CH3:18])[C:20]([CH3:23])([CH3:22])[CH3:21])=[O:24])[CH2:10][C@H:9]([O:32][CH2:52][S:53][CH3:54])[C@@H:8]([NH:7][C:6](=[O:46])[C@H:5]([C:47]([CH3:50])([CH3:49])[CH3:48])[NH:4][C:3]([O:2][CH3:1])=[O:51])[CH2:33][C:34]1[CH:35]=[CH:36][C:37]([C:40]2[CH:45]=[CH:44][CH:43]=[CH:42][N:41]=2)=[CH:38][CH:39]=1)[C:26]1[CH:31]=[CH:30][CH:29]=[CH:28][CH:27]=1. The yield is 0.770. (5) The reactants are Br[C:2]1[C:3]2[C:8]([C:9]([C:16]3[CH:21]=[CH:20][C:19]([CH:22]=[CH:23][C:24]4[CH:29]=[CH:28][CH:27]=[CH:26][CH:25]=4)=[CH:18][CH:17]=3)=[C:10]3[C:15]=1[CH:14]=[CH:13][CH:12]=[CH:11]3)=[CH:7][CH:6]=[CH:5][CH:4]=2.[C:30]1([C:36]([C:47]2[CH:52]=[CH:51][CH:50]=[CH:49][CH:48]=2)=[CH:37][C:38]2[CH:43]=[CH:42][C:41](B(O)O)=[CH:40][CH:39]=2)[CH:35]=[CH:34][CH:33]=[CH:32][CH:31]=1.C(=O)([O-])[O-].[Na+].[Na+]. The catalyst is [Pd].C1(P(C2C=CC=CC=2)C2C=CC=CC=2)C=CC=CC=1.C1(P(C2C=CC=CC=2)C2C=CC=CC=2)C=CC=CC=1.C1(P(C2C=CC=CC=2)C2C=CC=CC=2)C=CC=CC=1.C1(P(C2C=CC=CC=2)C2C=CC=CC=2)C=CC=CC=1.C1(C)C=CC=CC=1. The product is [C:30]1([C:36]([C:47]2[CH:52]=[CH:51][CH:50]=[CH:49][CH:48]=2)=[CH:37][C:38]2[CH:43]=[CH:42][C:41]([C:2]3[C:3]4[C:8]([C:9]([C:16]5[CH:21]=[CH:20][C:19]([CH:22]=[CH:23][C:24]6[CH:29]=[CH:28][CH:27]=[CH:26][CH:25]=6)=[CH:18][CH:17]=5)=[C:10]5[C:15]=3[CH:14]=[CH:13][CH:12]=[CH:11]5)=[CH:7][CH:6]=[CH:5][CH:4]=4)=[CH:40][CH:39]=2)[CH:35]=[CH:34][CH:33]=[CH:32][CH:31]=1. The yield is 0.880. (6) The reactants are C([O-])=O.[NH4+].C([O:12][C:13]1[CH:22]=[C:21]2[C:16]([C:17](=[O:23])[NH:18][CH:19]=[N:20]2)=[C:15]([O:24][CH:25]([CH3:27])[CH3:26])[CH:14]=1)C1C=CC=CC=1. The catalyst is [Pd].CN(C)C=O. The product is [OH:12][C:13]1[CH:22]=[C:21]2[C:16]([C:17](=[O:23])[NH:18][CH:19]=[N:20]2)=[C:15]([O:24][CH:25]([CH3:27])[CH3:26])[CH:14]=1. The yield is 1.00.